The task is: Predict the reactants needed to synthesize the given product.. This data is from Full USPTO retrosynthesis dataset with 1.9M reactions from patents (1976-2016). (1) Given the product [Cl:1][C:2]1[CH:3]=[C:4]([C:8]([OH:23])([C:25]2[CH:26]=[N:27][CH:28]=[CH:29][CH:30]=2)[C:9]([N:11]2[CH2:22][CH2:21][CH2:20][C@H:12]2[C:13]([O:15][C:16]([CH3:18])([CH3:19])[CH3:17])=[O:14])=[O:10])[CH:5]=[CH:6][CH:7]=1, predict the reactants needed to synthesize it. The reactants are: [Cl:1][C:2]1[CH:3]=[C:4]([C:8](=[O:23])[C:9]([N:11]2[CH2:22][CH2:21][CH2:20][C@H:12]2[C:13]([O:15][C:16]([CH3:19])([CH3:18])[CH3:17])=[O:14])=[O:10])[CH:5]=[CH:6][CH:7]=1.Br[C:25]1[CH:26]=[N:27][CH:28]=[CH:29][CH:30]=1.[Li]CCCC. (2) Given the product [N+:12]([C:15]1[CH:25]=[CH:24][CH:23]=[C:17]2[C:18]([N:2]([C:3]3([CH3:11])[CH2:9][CH2:8][C:7](=[O:10])[NH:6][C:4]3=[O:5])[C:21](=[O:20])[C:16]=12)=[O:19])([O-:14])=[O:13], predict the reactants needed to synthesize it. The reactants are: Cl.[NH2:2][C:3]1([CH3:11])[CH2:9][CH2:8][C:7](=[O:10])[NH:6][C:4]1=[O:5].[N+:12]([C:15]1[CH:25]=[CH:24][CH:23]=[C:17]2[C:18]([O:20][C:21](=O)[C:16]=12)=[O:19])([O-:14])=[O:13].C([O-])(=O)C.[Na+]. (3) Given the product [CH:1]1([N:6]2[CH2:12][C:11]([F:14])([F:13])[C:10](=[O:15])[N:9]([CH3:16])[C:8]3[CH:17]=[N:18][C:19]([NH:21][C:22]4[CH:30]=[CH:29][C:25]([C:26]([NH:76][CH:77]5[CH2:82][CH2:81][N:80]([CH2:83][CH3:84])[CH2:79][CH2:78]5)=[O:28])=[CH:24][C:23]=4[CH2:31][CH3:32])=[N:20][C:7]2=3)[CH2:5][CH2:4][CH2:3][CH2:2]1, predict the reactants needed to synthesize it. The reactants are: [CH:1]1([N:6]2[CH2:12][C:11]([F:14])([F:13])[C:10](=[O:15])[N:9]([CH3:16])[C:8]3[CH:17]=[N:18][C:19]([NH:21][C:22]4[CH:30]=[CH:29][C:25]([C:26]([OH:28])=O)=[CH:24][C:23]=4[CH2:31][CH3:32])=[N:20][C:7]2=3)[CH2:5][CH2:4][CH2:3][CH2:2]1.ON1C2C=CC=CC=2N=N1.F[P-](F)(F)(F)(F)F.CN(C(N(C)C)=[N+]1C2C=CC=CC=2[N+]([O-])=N1)C.C(N(C(C)C)CC)(C)C.[NH2:76][CH:77]1[CH2:82][CH2:81][N:80]([CH2:83][CH3:84])[CH2:79][CH2:78]1. (4) Given the product [F:13][C:14]1[CH:15]=[C:16]([CH:17]=[CH:18][C:19]=1[N:20]([CH3:27])[C:21]1[CH:26]=[CH:25][CH:24]=[CH:23][CH:22]=1)[O:28][C:2]1[N:3]=[C:4]([OH:12])[C:5]2[CH:11]=[CH:10][N:9]=[CH:8][C:6]=2[N:7]=1, predict the reactants needed to synthesize it. The reactants are: Cl[C:2]1[N:3]=[C:4]([OH:12])[C:5]2[CH:11]=[CH:10][N:9]=[CH:8][C:6]=2[N:7]=1.[F:13][C:14]1[CH:15]=[C:16]([OH:28])[CH:17]=[CH:18][C:19]=1[N:20]([CH3:27])[C:21]1[CH:26]=[CH:25][CH:24]=[CH:23][CH:22]=1. (5) Given the product [CH2:1]([N:3]1[C:7]2=[N:8][C:9]([CH2:33][CH3:34])=[C:10]([CH2:19][NH:20][C:21](=[O:32])[C:22]3[CH:23]=[CH:24][C:25]([CH:35]=[O:36])=[CH:26][CH:27]=3)[C:11]([NH:12][CH:13]3[CH2:14][CH2:15][O:16][CH2:17][CH2:18]3)=[C:6]2[CH:5]=[N:4]1)[CH3:2], predict the reactants needed to synthesize it. The reactants are: [CH2:1]([N:3]1[C:7]2=[N:8][C:9]([CH2:33][CH3:34])=[C:10]([CH2:19][NH:20][C:21](=[O:32])[C:22]3[CH:27]=[CH:26][CH:25]=[C:24](CC(=O)C)[CH:23]=3)[C:11]([NH:12][CH:13]3[CH2:18][CH2:17][O:16][CH2:15][CH2:14]3)=[C:6]2[CH:5]=[N:4]1)[CH3:2].[CH:35](C1C=CC(C(O)=O)=CC=1)=[O:36].